Dataset: Reaction yield outcomes from USPTO patents with 853,638 reactions. Task: Predict the reaction yield, written as a fraction of the theoretical maximum amount of product (1.0 means a 100% yield; for example, 0.34 means a 34% yield). The reactants are [OH-].[K+].[Cl:3][C:4]1[CH:5]=[CH:6][C:7]2[S:11][C:10]([S:12]([NH:15][C:16]3[CH:17]=[C:18]([CH:23]=[CH:24][CH:25]=3)[C:19]([O:21]C)=[O:20])(=[O:14])=[O:13])=[C:9]([CH3:26])[C:8]=2[CH:27]=1. The catalyst is CO. The product is [Cl:3][C:4]1[CH:5]=[CH:6][C:7]2[S:11][C:10]([S:12]([NH:15][C:16]3[CH:17]=[C:18]([CH:23]=[CH:24][CH:25]=3)[C:19]([OH:21])=[O:20])(=[O:14])=[O:13])=[C:9]([CH3:26])[C:8]=2[CH:27]=1. The yield is 0.910.